Task: Predict the product of the given reaction.. Dataset: Forward reaction prediction with 1.9M reactions from USPTO patents (1976-2016) (1) Given the reactants Cl[C:2]1[N:7]=[C:6]([CH3:8])[C:5]([CH:9]([CH2:14][CH2:15][CH3:16])[C:10]([O:12][CH3:13])=[O:11])=[C:4]([C:17]2[CH:22]=[CH:21][C:20]([CH3:23])=[CH:19][CH:18]=2)[N:3]=1.C(=O)([O-])[O-].[Cs+].[Cs+].[C:30]1([SH:36])[CH:35]=[CH:34][CH:33]=[CH:32][CH:31]=1, predict the reaction product. The product is: [CH3:8][C:6]1[C:5]([CH:9]([CH2:14][CH2:15][CH3:16])[C:10]([O:12][CH3:13])=[O:11])=[C:4]([C:17]2[CH:22]=[CH:21][C:20]([CH3:23])=[CH:19][CH:18]=2)[N:3]=[C:2]([S:36][C:30]2[CH:35]=[CH:34][CH:33]=[CH:32][CH:31]=2)[N:7]=1. (2) Given the reactants [F:1][C:2]([F:36])([F:35])[C:3]1[CH:4]=[C:5]([CH:32]=[CH:33][CH:34]=1)[CH2:6][NH:7][C:8](=[O:31])[C:9]1[CH:14]=[CH:13][N:12]=[C:11]([C:15]2[CH:20]=[C:19]([O:21][CH:22]3[CH2:27][CH2:26][O:25][CH2:24][CH2:23]3)[CH:18]=[CH:17][C:16]=2[N+:28]([O-])=O)[CH:10]=1, predict the reaction product. The product is: [F:36][C:2]([F:1])([F:35])[C:3]1[CH:4]=[C:5]([CH:32]=[CH:33][CH:34]=1)[CH2:6][NH:7][C:8](=[O:31])[C:9]1[CH:14]=[CH:13][N:12]=[C:11]([C:15]2[CH:20]=[C:19]([O:21][CH:22]3[CH2:27][CH2:26][O:25][CH2:24][CH2:23]3)[CH:18]=[CH:17][C:16]=2[NH2:28])[CH:10]=1. (3) Given the reactants C[O:2][C:3](=O)[C:4]1[CH:9]=[CH:8][C:7]([O:10][C:11]2[CH:16]=[CH:15][C:14]([Br:17])=[C:13]([CH3:18])[CH:12]=2)=[N:6][CH:5]=1.[H-].[H-].[H-].[H-].[Li+].[Al+3], predict the reaction product. The product is: [Br:17][C:14]1[CH:15]=[CH:16][C:11]([O:10][C:7]2[N:6]=[CH:5][C:4]([CH:3]=[O:2])=[CH:9][CH:8]=2)=[CH:12][C:13]=1[CH3:18]. (4) The product is: [CH3:15][O:16][C:17]1[CH:22]=[CH:21][CH:20]=[CH:19][C:18]=1[CH:23]([C:2]1[S:1][C:5]2=[CH:6][N:7]=[CH:8][CH:9]=[C:4]2[CH:3]=1)[NH:24][S:25]([C:28]1[CH:38]=[CH:37][C:31]2[O:32][CH2:33][CH2:34][CH2:35][O:36][C:30]=2[CH:29]=1)(=[O:27])=[O:26]. Given the reactants [S:1]1[C:5]2=[CH:6][N:7]=[CH:8][CH:9]=[C:4]2[CH:3]=[CH:2]1.C([Li])CCC.[CH3:15][O:16][C:17]1[CH:22]=[CH:21][CH:20]=[CH:19][C:18]=1[CH:23]=[N:24][S:25]([C:28]1[CH:38]=[CH:37][C:31]2[O:32][CH2:33][CH2:34][CH2:35][O:36][C:30]=2[CH:29]=1)(=[O:27])=[O:26], predict the reaction product.